This data is from Forward reaction prediction with 1.9M reactions from USPTO patents (1976-2016). The task is: Predict the product of the given reaction. (1) Given the reactants [CH2:1]([O:3][C:4]1([CH3:11])[O:9][CH2:8][C:7](=[O:10])[CH2:6][O:5]1)[CH3:2].[CH:12]([C:15]1[CH:24]=[CH:23][C:22]([CH3:25])=[C:21]2[C:17](=[C:18]([CH3:28])[CH:19]=[C:20]2[CH:26]=O)[CH:16]=1)([CH3:14])[CH3:13], predict the reaction product. The product is: [CH2:1]([O:3][C:4]1([CH3:11])[O:9]/[C:8](=[CH:26]\[C:20]2[C:21]3[C:17]([CH:16]=[C:15]([CH:12]([CH3:14])[CH3:13])[CH:24]=[CH:23][C:22]=3[CH3:25])=[C:18]([CH3:28])[CH:19]=2)/[C:7](=[O:10])/[C:6](=[CH:26]/[C:20]2[C:21]3[C:17]([CH:16]=[C:15]([CH:12]([CH3:13])[CH3:14])[CH:24]=[CH:23][C:22]=3[CH3:25])=[C:18]([CH3:28])[CH:19]=2)/[O:5]1)[CH3:2]. (2) Given the reactants Cl[CH2:2][C:3]([N:5]1[CH2:9][C:8](=[O:10])[N:7]([C:11]2[CH:16]=[CH:15][CH:14]=[C:13]([Cl:17])[C:12]=2[CH3:18])[CH2:6]1)=[O:4].[NH:19]1[C:23]2=[N:24][CH:25]=[CH:26][CH:27]=[C:22]2[CH:21]=[N:20]1.C(=O)([O-])[O-].[Cs+].[Cs+], predict the reaction product. The product is: [Cl:17][C:13]1[C:12]([CH3:18])=[C:11]([N:7]2[C:8](=[O:10])[CH2:9][N:5]([C:3](=[O:4])[CH2:2][N:19]3[C:23]4=[N:24][CH:25]=[CH:26][CH:27]=[C:22]4[CH:21]=[N:20]3)[CH2:6]2)[CH:16]=[CH:15][CH:14]=1.